This data is from Forward reaction prediction with 1.9M reactions from USPTO patents (1976-2016). The task is: Predict the product of the given reaction. Given the reactants [Br:1][C:2]1[CH:3]=[C:4]([CH3:35])[CH:5]=[C:6]2[C:11]=1[N:10]=[CH:9][N:8]([N:12]([C:20]1[CH:25]=[C:24]([Cl:26])[CH:23]=[CH:22][C:21]=1[S:27][C:28]1[CH:33]=[CH:32][CH:31]=[CH:30][CH:29]=1)[C:13](=[O:19])[O:14][C:15]([CH3:18])([CH3:17])[CH3:16])[C:7]2=[O:34].BrC1C=C(C)C=C2C=1N=CN(N(C1C=C(Cl)C=CC=1S(C)=O)C(=O)[O:49]C(C)(C)C)C2=O, predict the reaction product. The product is: [C:28]1([S:27]([C:21]2[CH:22]=[CH:23][C:24]([Cl:26])=[CH:25][C:20]=2[N:12]([N:8]2[C:7](=[O:34])[C:6]3[C:11](=[C:2]([Br:1])[CH:3]=[C:4]([CH3:35])[CH:5]=3)[N:10]=[CH:9]2)[C:13](=[O:19])[O:14][C:15]([CH3:18])([CH3:17])[CH3:16])=[O:49])[CH:29]=[CH:30][CH:31]=[CH:32][CH:33]=1.